From a dataset of Peptide-MHC class I binding affinity with 185,985 pairs from IEDB/IMGT. Regression. Given a peptide amino acid sequence and an MHC pseudo amino acid sequence, predict their binding affinity value. This is MHC class I binding data. (1) The peptide sequence is SSFIVPEFAK. The MHC is HLA-A03:01 with pseudo-sequence HLA-A03:01. The binding affinity (normalized) is 0.665. (2) The peptide sequence is NDSILSHNF. The MHC is HLA-B44:02 with pseudo-sequence HLA-B44:02. The binding affinity (normalized) is 0.519. (3) The peptide sequence is EPISILDRI. The MHC is HLA-B51:01 with pseudo-sequence HLA-B51:01. The binding affinity (normalized) is 0.666. (4) The binding affinity (normalized) is 0.451. The peptide sequence is MRDHTITLL. The MHC is Mamu-B03 with pseudo-sequence Mamu-B03. (5) The peptide sequence is VSVDAMIHK. The MHC is HLA-A33:01 with pseudo-sequence HLA-A33:01. The binding affinity (normalized) is 0.0416. (6) The peptide sequence is LKEKSSLRY. The MHC is HLA-A02:01 with pseudo-sequence HLA-A02:01. The binding affinity (normalized) is 0.0847. (7) The MHC is HLA-B51:01 with pseudo-sequence HLA-B51:01. The peptide sequence is SCINGQCPY. The binding affinity (normalized) is 0.0847. (8) The peptide sequence is TAVPWNASW. The MHC is HLA-B54:01 with pseudo-sequence HLA-B54:01. The binding affinity (normalized) is 0. (9) The peptide sequence is FSLPFPFLYKFLL. The MHC is HLA-B18:01 with pseudo-sequence HLA-B18:01. The binding affinity (normalized) is 0.00119. (10) The peptide sequence is RVRQLDESI. The MHC is HLA-B58:01 with pseudo-sequence HLA-B58:01. The binding affinity (normalized) is 0.366.